From a dataset of Reaction yield outcomes from USPTO patents with 853,638 reactions. Predict the reaction yield, written as a fraction of the theoretical maximum amount of product (1.0 means a 100% yield; for example, 0.34 means a 34% yield). (1) The reactants are S(Cl)(Cl)=O.[CH2:5]([C:7]1[N:8]([CH3:21])[C:9]2[C:14]([C:15]=1[C:16](O)=[O:17])=[CH:13][CH:12]=[C:11]([O:19][CH3:20])[CH:10]=2)[CH3:6].[CH3:22][NH2:23]. No catalyst specified. The product is [CH3:22][NH:23][C:16]([C:15]1[C:14]2[C:9](=[CH:10][C:11]([O:19][CH3:20])=[CH:12][CH:13]=2)[N:8]([CH3:21])[C:7]=1[CH2:5][CH3:6])=[O:17]. The yield is 0.730. (2) The reactants are [CH3:1][O:2][CH2:3][CH2:4][C:5]#[N:6].[ClH:7].[CH2:8]([OH:10])[CH3:9]. No catalyst specified. The product is [ClH:7].[CH3:1][O:2][CH2:3][CH2:4][C:5](=[NH:6])[O:10][CH2:8][CH3:9]. The yield is 0.630. (3) The reactants are [Br:1][C:2]1[CH:7]=[C:6]([C:8]2[N:13]=[CH:12][CH:11]=[CH:10][N:9]=2)[C:5]([NH:14]C(=O)C(C)(C)C)=[C:4]([N+:21]([O-:23])=[O:22])[CH:3]=1. The catalyst is Cl.O. The product is [Br:1][C:2]1[CH:7]=[C:6]([C:8]2[N:9]=[CH:10][CH:11]=[CH:12][N:13]=2)[C:5]([NH2:14])=[C:4]([N+:21]([O-:23])=[O:22])[CH:3]=1. The yield is 0.910. (4) The catalyst is CN(C1C=CN=CC=1)C.C1COCC1. The yield is 0.930. The product is [C:18]([O:17][C:15]([N:1]([C:15]([O:17][C:18]([CH3:21])([CH3:20])[CH3:19])=[O:16])[C:2]1[N:7]=[CH:6][C:5](/[CH:8]=[CH:9]/[C:10]([O:12][CH2:13][CH3:14])=[O:11])=[CH:4][CH:3]=1)=[O:16])([CH3:21])([CH3:20])[CH3:19]. The reactants are [NH2:1][C:2]1[N:7]=[CH:6][C:5](/[CH:8]=[CH:9]/[C:10]([O:12][CH2:13][CH3:14])=[O:11])=[CH:4][CH:3]=1.[C:15](O[C:15]([O:17][C:18]([CH3:21])([CH3:20])[CH3:19])=[O:16])([O:17][C:18]([CH3:21])([CH3:20])[CH3:19])=[O:16]. (5) The yield is 0.465. The reactants are [N:1]1([CH2:6][C:7]2[CH:12]=[CH:11][C:10]([C:13]3[CH:17]=[C:16]([CH2:18][CH:19]([CH3:21])[CH3:20])[S:15][C:14]=3[S:22]([NH2:25])(=[O:24])=[O:23])=[CH:9][CH:8]=2)[CH:5]=[CH:4][N:3]=[CH:2]1.N1(C2C=CC=CN=2)CCCC1.Cl[C:38]([O:40][CH2:41][CH2:42][CH2:43][CH3:44])=[O:39]. The catalyst is N1C=CC=CC=1. The product is [CH2:41]([O:40][C:38]([NH:25][S:22]([C:14]1[S:15][C:16]([CH2:18][CH:19]([CH3:21])[CH3:20])=[CH:17][C:13]=1[C:10]1[CH:11]=[CH:12][C:7]([CH2:6][N:1]2[CH:5]=[CH:4][N:3]=[CH:2]2)=[CH:8][CH:9]=1)(=[O:24])=[O:23])=[O:39])[CH2:42][CH2:43][CH3:44]. (6) The reactants are I[C:2]1[C:3]2[S:11][CH:10]=[C:9]([C:12]3[CH:17]=[CH:16][C:15]([O:18][C:19]4[CH:24]=[CH:23][CH:22]=[CH:21][CH:20]=4)=[CH:14][CH:13]=3)[C:4]=2[C:5]([NH2:8])=[N:6][CH:7]=1.[C:25]([O:29][C:30]([CH3:33])([CH3:32])[CH3:31])(=[O:28])[CH:26]=[CH2:27].C(N(CC)CC)C. The catalyst is CN(C=O)C. The product is [NH2:8][C:5]1[C:4]2[C:9]([C:12]3[CH:17]=[CH:16][C:15]([O:18][C:19]4[CH:24]=[CH:23][CH:22]=[CH:21][CH:20]=4)=[CH:14][CH:13]=3)=[CH:10][S:11][C:3]=2[C:2](/[CH:27]=[CH:26]/[C:25]([O:29][C:30]([CH3:33])([CH3:32])[CH3:31])=[O:28])=[CH:7][N:6]=1. The yield is 0.610. (7) The reactants are [Cl-].O[NH3+:3].[C:4](=[O:7])([O-])[OH:5].[Na+].CS(C)=O.[CH2:13]([C:17]1[N:18]=[C:19]([CH3:48])[N:20]([C:39]2[CH:40]=[CH:41][C:42]3[O:46][CH2:45][CH2:44][C:43]=3[CH:47]=2)[C:21](=[O:38])[C:22]=1[CH2:23][C:24]1[CH:29]=[CH:28][C:27]([C:30]2[C:31]([C:36]#[N:37])=[CH:32][CH:33]=[CH:34][CH:35]=2)=[CH:26][CH:25]=1)[CH2:14][CH2:15][CH3:16]. The yield is 0.550. The catalyst is O.C(OCC)(=O)C. The product is [CH2:13]([C:17]1[N:18]=[C:19]([CH3:48])[N:20]([C:39]2[CH:40]=[CH:41][C:42]3[O:46][CH2:45][CH2:44][C:43]=3[CH:47]=2)[C:21](=[O:38])[C:22]=1[CH2:23][C:24]1[CH:25]=[CH:26][C:27]([C:30]2[CH:35]=[CH:34][CH:33]=[CH:32][C:31]=2[C:36]2[NH:3][C:4](=[O:7])[O:5][N:37]=2)=[CH:28][CH:29]=1)[CH2:14][CH2:15][CH3:16]. (8) The reactants are Br[C:2]1[CH:3]=[C:4]2[C:9](=[CH:10][CH:11]=1)[N:8]=[C:7]([CH2:12][CH3:13])[N:6]([CH3:14])[C:5]2=[O:15].[C-:16]#[N:17].[K+]. The catalyst is C1C=CC([P]([Pd]([P](C2C=CC=CC=2)(C2C=CC=CC=2)C2C=CC=CC=2)([P](C2C=CC=CC=2)(C2C=CC=CC=2)C2C=CC=CC=2)[P](C2C=CC=CC=2)(C2C=CC=CC=2)C2C=CC=CC=2)(C2C=CC=CC=2)C2C=CC=CC=2)=CC=1.[Cu]I. The product is [CH2:12]([C:7]1[N:6]([CH3:14])[C:5](=[O:15])[C:4]2[C:9](=[CH:10][CH:11]=[C:2]([C:16]#[N:17])[CH:3]=2)[N:8]=1)[CH3:13]. The yield is 0.462.